From a dataset of Forward reaction prediction with 1.9M reactions from USPTO patents (1976-2016). Predict the product of the given reaction. (1) Given the reactants [Br:1]N1C(=O)CCC1=O.C(OOC(=O)C1C=CC=CC=1)(=O)C1C=CC=CC=1.[C:27]([O:31][C:32]([O:34][C:35]1[C:47]([C:48]([F:51])([F:50])[F:49])=[CH:46][CH:45]=[C:44]([CH3:52])[C:36]=1[C:37]([O:39][C:40]([CH3:43])([CH3:42])[CH3:41])=[O:38])=[O:33])([CH3:30])([CH3:29])[CH3:28], predict the reaction product. The product is: [Br:1][CH2:52][C:44]1[C:36]([C:37]([O:39][C:40]([CH3:43])([CH3:42])[CH3:41])=[O:38])=[C:35]([O:34][C:32]([O:31][C:27]([CH3:28])([CH3:29])[CH3:30])=[O:33])[C:47]([C:48]([F:49])([F:50])[F:51])=[CH:46][CH:45]=1. (2) The product is: [Br:19][C:15]1[N:16]=[C:17]([NH2:18])[C:12]([CH2:10][N:9]([CH3:20])[CH3:8])=[N:13][CH:14]=1. Given the reactants [AlH4-].[Li+].O1CCCC1.[CH3:8][N:9]([CH3:20])[C:10]([C:12]1[C:17]([NH2:18])=[N:16][C:15]([Br:19])=[CH:14][N:13]=1)=O, predict the reaction product. (3) Given the reactants [Cl:1][C:2]1[C:3]([NH:21][C:22]2[CH:27]=[CH:26][C:25]([O:28][CH3:29])=[CH:24][C:23]=2[NH:30][S:31]([CH3:34])(=[O:33])=[O:32])=[N:4][C:5]([NH:8][C:9]2[C:10]([CH3:20])=[C:11]([CH:17]=[CH:18][CH:19]=2)[O:12][CH2:13][C:14](O)=[O:15])=[N:6][CH:7]=1.C(Cl)CCl.[CH:40]1[CH:40]=[CH:41][C:42]2[N:47](O)N=[N:47][C:42]=2[CH:41]=1.CCN(C(C)C)C(C)C.N1CCC1, predict the reaction product. The product is: [N:47]1([C:14](=[O:15])[CH2:13][O:12][C:11]2[C:10]([CH3:20])=[C:9]([NH:8][C:5]3[N:4]=[C:3]([NH:21][C:22]4[CH:27]=[CH:26][C:25]([O:28][CH3:29])=[CH:24][C:23]=4[NH:30][S:31]([CH3:34])(=[O:33])=[O:32])[C:2]([Cl:1])=[CH:7][N:6]=3)[CH:19]=[CH:18][CH:17]=2)[CH2:42][CH2:41][CH2:40]1. (4) The product is: [S:31]1[C:27]2[CH:26]=[CH:25][CH:24]=[C:23]([O:22][C:19]3[CH:20]=[CH:21][C:16]([NH:15][C:13]4[C:14]5[N:6]([CH2:5][CH2:4][NH:3][C:33](=[O:35])[CH3:34])[CH:7]=[CH:8][C:9]=5[N:10]=[CH:11][N:12]=4)=[CH:17][C:18]=3[Br:32])[C:28]=2[CH:29]=[N:30]1. Given the reactants Cl.Cl.[NH2:3][CH2:4][CH2:5][N:6]1[C:14]2[C:13]([NH:15][C:16]3[CH:21]=[CH:20][C:19]([O:22][C:23]4[C:28]5[CH:29]=[N:30][S:31][C:27]=5[CH:26]=[CH:25][CH:24]=4)=[C:18]([Br:32])[CH:17]=3)=[N:12][CH:11]=[N:10][C:9]=2[CH:8]=[CH:7]1.[C:33](O)(=[O:35])[CH3:34].ON1C2C=CC=CC=2N=N1.Cl.C(N=C=NCCCN(C)C)C, predict the reaction product. (5) Given the reactants Br[Zn][CH2:3][C:4]([O:6][CH2:7][CH3:8])=[O:5].[F:9][C:10]1[CH:17]=[CH:16][C:13]([C:14]#N)=[CH:12][CH:11]=1.Cl.C(OCC)(=[O:21])C, predict the reaction product. The product is: [F:9][C:10]1[CH:17]=[CH:16][C:13]([C:14](=[O:21])[CH2:3][C:4]([O:6][CH2:7][CH3:8])=[O:5])=[CH:12][CH:11]=1. (6) The product is: [NH2:7][C:8]1([CH:11]([OH:12])[C:13]([NH:14][CH:15]2[CH2:16][CH2:17]2)=[O:18])[CH2:10][CH2:9]1. Given the reactants C(OC(=O)[NH:7][C:8]1([CH:11]([C:13](=[O:18])[NH:14][CH:15]2[CH2:17][CH2:16]2)[OH:12])[CH2:10][CH2:9]1)(C)(C)C, predict the reaction product. (7) Given the reactants C([O-])(=O)C.[Na+].C([CH2:9][CH2:10][N:11]1[CH:15]=[C:14]([C:16]2[CH:21]=[CH:20][CH:19]=[CH:18][CH:17]=2)[CH:13]=[C:12]1[C:22]([OH:24])=O)(O)=O, predict the reaction product. The product is: [C:16]1([C:14]2[CH:13]=[C:12]3[N:11]([CH2:10][CH2:9][C:22]3=[O:24])[CH:15]=2)[CH:17]=[CH:18][CH:19]=[CH:20][CH:21]=1.